From a dataset of Forward reaction prediction with 1.9M reactions from USPTO patents (1976-2016). Predict the product of the given reaction. (1) The product is: [CH2:54]([C:39]1[C:38]2[C:42](=[CH:43][CH:44]=[CH:45][C:37]=2[NH:36][C:34]([C:31]2[N:28]3[CH:29]=[CH:30][C:25]([O:18][CH2:17][CH2:16][N:13]4[CH2:12][CH2:11][N:10]([CH:7]([CH3:9])[CH3:8])[CH2:15][CH2:14]4)=[CH:26][C:27]3=[N:33][CH:32]=2)=[O:35])[N:41]([CH2:46][C:47]2[CH:52]=[CH:51][CH:50]=[C:49]([CH3:53])[N:48]=2)[N:40]=1)[CH3:55]. Given the reactants CC(C)([O-])C.[K+].[CH:7]([N:10]1[CH2:15][CH2:14][N:13]([CH2:16][CH2:17][OH:18])[CH2:12][CH2:11]1)([CH3:9])[CH3:8].C(O)(C)(C)C.F[C:25]1[CH:30]=[CH:29][N:28]2[C:31]([C:34]([NH:36][C:37]3[CH:45]=[CH:44][CH:43]=[C:42]4[C:38]=3[C:39]([CH2:54][CH3:55])=[N:40][N:41]4[CH2:46][C:47]3[CH:52]=[CH:51][CH:50]=[C:49]([CH3:53])[N:48]=3)=[O:35])=[CH:32][N:33]=[C:27]2[CH:26]=1, predict the reaction product. (2) Given the reactants [CH3:1][C:2]([CH:17]1[CH2:22][CH2:21][N:20]([C:23]([O:25][C:26]([CH3:29])([CH3:28])[CH3:27])=[O:24])[CH2:19][CH2:18]1)([S:4]([C:7]1[CH:12]=[CH:11][CH:10]=[C:9]([C:13]([F:16])([F:15])[F:14])[CH:8]=1)(=[O:6])=[O:5])[CH3:3].I([O-])(=O)(=O)=[O:31].[Na+].O, predict the reaction product. The product is: [CH3:3][C:2]([C@@H:17]1[CH2:22][CH2:21][N:20]([C:23]([O:25][C:26]([CH3:29])([CH3:28])[CH3:27])=[O:24])[C:19](=[O:31])[CH2:18]1)([S:4]([C:7]1[CH:12]=[CH:11][CH:10]=[C:9]([C:13]([F:15])([F:16])[F:14])[CH:8]=1)(=[O:5])=[O:6])[CH3:1]. (3) Given the reactants [CH3:1][O:2][C:3]1[CH:23]=[CH:22][C:6]([CH2:7][CH:8]2[C:17]3[C:12](=[CH:13][C:14]([O:20][CH3:21])=[C:15]([O:18][CH3:19])[CH:16]=3)[CH2:11][CH2:10][NH:9]2)=[CH:5][CH:4]=1.Br[CH2:25][C:26](Br)=[O:27].[CH:29]1([NH2:39])[C:38]2[C:33](=[CH:34][CH:35]=[CH:36][CH:37]=2)[CH2:32][CH2:31][CH2:30]1, predict the reaction product. The product is: [CH3:1][O:2][C:3]1[CH:4]=[CH:5][C:6]([CH2:7][CH:8]2[C:17]3[C:12](=[CH:13][C:14]([O:20][CH3:21])=[C:15]([O:18][CH3:19])[CH:16]=3)[CH2:11][CH2:10][N:9]2[CH2:25][C:26]([NH:39][CH:29]2[C:38]3[C:33](=[CH:34][CH:35]=[CH:36][CH:37]=3)[CH2:32][CH2:31][CH2:30]2)=[O:27])=[CH:22][CH:23]=1.